Predict the reaction yield, written as a fraction of the theoretical maximum amount of product (1.0 means a 100% yield; for example, 0.34 means a 34% yield). From a dataset of Reaction yield outcomes from USPTO patents with 853,638 reactions. (1) The reactants are [S:1]1[CH:5]=[CH:4][C:3]2[C:6]([N:10]3[CH2:15][CH2:14][N:13]([CH2:16][CH2:17][CH2:18][O:19][C:20]4[C:25]([CH3:26])=[CH:24][C:23]([NH2:27])=[CH:22][C:21]=4[O:28][CH3:29])[CH2:12][CH2:11]3)=[CH:7][CH:8]=[CH:9][C:2]1=2.C(N(C(C)C)C(C)C)C.[CH2:39]([S:41]([Cl:44])(=[O:43])=[O:42])[CH3:40].[OH-].[Na+]. The catalyst is ClCCl.C(O)C. The product is [ClH:44].[S:1]1[CH:5]=[CH:4][C:3]2[C:6]([N:10]3[CH2:11][CH2:12][N:13]([CH2:16][CH2:17][CH2:18][O:19][C:20]4[C:25]([CH3:26])=[CH:24][C:23]([NH:27][S:41]([CH2:39][CH3:40])(=[O:43])=[O:42])=[CH:22][C:21]=4[O:28][CH3:29])[CH2:14][CH2:15]3)=[CH:7][CH:8]=[CH:9][C:2]1=2. The yield is 0.850. (2) The reactants are Br[C:2]1[C:15]2[C:16]3=[C:17]4[C:12](=[CH:13][CH:14]=2)[CH:11]=[CH:10][C:9]([C:18]2[C:27]5[C:22](=[CH:23][CH:24]=[CH:25][CH:26]=5)[CH:21]=[CH:20][CH:19]=2)=[C:8]4[CH:7]=[CH:6][C:5]3=[CH:4][CH:3]=1.[CH3:28][C:29]1([CH3:63])[C:53]2[C:33]([CH:34]=[C:35]3[CH:52]=[C:51]4[C:38]([C:39]5[C:44]([C:45]6[C:50]4=[CH:49][CH:48]=[CH:47][CH:46]=6)=[CH:43][CH:42]=[CH:41][CH:40]=5)=[CH:37][C:36]3=2)=[CH:32][C:31](B2OC(C)(C)C(C)(C)O2)=[CH:30]1.C([O-])([O-])=O.[Na+].[Na+].CCO. The catalyst is [Pd].C1(P(C2C=CC=CC=2)C2C=CC=CC=2)C=CC=CC=1.C1(P(C2C=CC=CC=2)C2C=CC=CC=2)C=CC=CC=1.C1(P(C2C=CC=CC=2)C2C=CC=CC=2)C=CC=CC=1.C1(P(C2C=CC=CC=2)C2C=CC=CC=2)C=CC=CC=1.C1(C)C=CC=CC=1. The product is [CH3:63][C:29]1([CH3:28])[C:53]2[C:33]([CH:34]=[C:35]3[CH:52]=[C:51]4[C:38]([C:39]5[C:44]([C:45]6[C:50]4=[CH:49][CH:48]=[CH:47][CH:46]=6)=[CH:43][CH:42]=[CH:41][CH:40]=5)=[CH:37][C:36]3=2)=[CH:32][C:31]([C:2]2[C:15]3[C:16]4=[C:17]5[C:12](=[CH:13][CH:14]=3)[CH:11]=[CH:10][C:9]([C:18]3[C:27]6[C:22](=[CH:23][CH:24]=[CH:25][CH:26]=6)[CH:21]=[CH:20][CH:19]=3)=[C:8]5[CH:7]=[CH:6][C:5]4=[CH:4][CH:3]=2)=[CH:30]1. The yield is 0.470. (3) The reactants are [C:1]([C:5]1[CH:10]=[CH:9][C:8](Br)=[CH:7][CH:6]=1)([CH3:4])([CH3:3])[CH3:2].[CH2:12]([NH2:18])[CH2:13][CH2:14][CH2:15][CH2:16][CH3:17].[CH3:19][C:20]([CH3:23])([O-])[CH3:21].[Na+]. The catalyst is C1(C)C=CC=CC=1.CC([O-])=O.CC([O-])=O.[Pd+2]. The product is [C:1]([C:5]1[CH:10]=[CH:9][C:8]([N:18]([CH2:2][CH2:1][CH2:5][CH2:6][CH2:7][CH3:8])[C:12]2[CH:17]=[CH:16][C:15]([C:20]([CH3:23])([CH3:21])[CH3:19])=[CH:14][CH:13]=2)=[CH:7][CH:6]=1)([CH3:4])([CH3:3])[CH3:2]. The yield is 0.990. (4) The reactants are [S:1]1[CH:5]=[CH:4][CH:3]=[C:2]1[C:6]1[CH:10]=[C:9]([CH2:11][CH2:12][CH:13]=O)[O:8][N:7]=1.[C:15]1([CH:21]([C:28]2[CH:33]=[CH:32][CH:31]=[CH:30][CH:29]=2)[N:22]2[CH2:27][CH2:26][NH:25][CH2:24][CH2:23]2)[CH:20]=[CH:19][CH:18]=[CH:17][CH:16]=1.[BH-](OC(C)=O)(OC(C)=O)OC(C)=O.[Na+]. The catalyst is C(Cl)Cl. The product is [C:28]1([CH:21]([C:15]2[CH:20]=[CH:19][CH:18]=[CH:17][CH:16]=2)[N:22]2[CH2:23][CH2:24][N:25]([CH2:13][CH2:12][CH2:11][C:9]3[O:8][N:7]=[C:6]([C:2]4[S:1][CH:5]=[CH:4][CH:3]=4)[CH:10]=3)[CH2:26][CH2:27]2)[CH:29]=[CH:30][CH:31]=[CH:32][CH:33]=1. The yield is 0.742. (5) The reactants are [F:1][C:2]1[CH:3]=[C:4]2[C:9](=[CH:10][C:11]=1[CH3:12])[NH:8][C:7](=[O:13])[CH2:6][CH2:5]2.[H-].[Na+].Cl[CH2:17][CH2:18][CH2:19]I.[CH2:21]([O:24][CH:25]1[CH2:30][CH2:29][NH:28][CH2:27][CH2:26]1)[CH2:22][CH3:23].[Na+].[I-].C([O-])([O-])=O.[K+].[K+]. The catalyst is CN(C=O)C. The product is [F:1][C:2]1[CH:3]=[C:4]2[C:9](=[CH:10][C:11]=1[CH3:12])[N:8]([CH2:17][CH2:18][CH2:19][N:28]1[CH2:29][CH2:30][CH:25]([O:24][CH2:21][CH2:22][CH3:23])[CH2:26][CH2:27]1)[C:7](=[O:13])[CH2:6][CH2:5]2. The yield is 0.560. (6) The reactants are [CH2:1]([O:3][CH:4]([O:11][CH2:12][CH3:13])[CH2:5][C:6]([O:8]CC)=O)[CH3:2].[OH-].[Na+].O.CCN=C=NCCCN(C)C.ON1C2C=CC=CC=2N=N1.[N:38]1([C:44]([O:46][CH2:47][C:48]2[CH:53]=[CH:52][CH:51]=[CH:50][CH:49]=2)=[O:45])[CH2:43][CH2:42][NH:41][CH2:40][CH2:39]1. The catalyst is C1COCC1.CN(C=O)C. The product is [CH2:12]([O:11][CH:4]([O:3][CH2:1][CH3:2])[CH2:5][C:6]([N:41]1[CH2:40][CH2:39][N:38]([C:44]([O:46][CH2:47][C:48]2[CH:53]=[CH:52][CH:51]=[CH:50][CH:49]=2)=[O:45])[CH2:43][CH2:42]1)=[O:8])[CH3:13]. The yield is 0.880. (7) The reactants are C(N(CC)CC)C.Cl.[F:9][C:10]1[CH:15]=[C:14]([S:16]([CH3:19])(=[O:18])=[O:17])[CH:13]=[CH:12][C:11]=1[NH:20][C:21]1[C:22]2[O:29][CH:28]=[C:27](C3CCNCC3)[C:23]=2[N:24]=[CH:25][N:26]=1.[N:36]1[CH:41]=[CH:40][CH:39]=[CH:38][C:37]=1[C:42](O)=[O:43].Cl.C(N=C=NCCCN(C)C)C. The catalyst is O.C(Cl)Cl. The product is [F:9][C:10]1[CH:15]=[C:14]([S:16]([CH3:19])(=[O:17])=[O:18])[CH:13]=[CH:12][C:11]=1[NH:20][C:21]1[C:22]2[O:29][CH:28]=[CH:27][C:23]=2[N:24]([C:39]2[CH:40]=[CH:41][N:36]=[C:37]([CH:42]=[O:43])[CH:38]=2)[CH2:25][N:26]=1. The yield is 0.350.